This data is from Forward reaction prediction with 1.9M reactions from USPTO patents (1976-2016). The task is: Predict the product of the given reaction. (1) Given the reactants [S:1]1[CH:5]=[C:4]([C@@H:6]2[CH2:8][C@H:7]2[CH:9]=O)[C:3]2[CH:11]=[CH:12][CH:13]=[CH:14][C:2]1=2.[CH3:15][NH:16][CH3:17].C1COCC1.C(O[BH-](OC(=O)C)OC(=O)C)(=O)C.[Na+].C(=O)(O)[O-].[Na+], predict the reaction product. The product is: [S:1]1[CH:5]=[C:4]([CH:6]2[CH2:8][CH:7]2[CH2:9][N:16]([CH3:17])[CH3:15])[C:3]2[CH:11]=[CH:12][CH:13]=[CH:14][C:2]1=2. (2) Given the reactants C(OCC1C(N2CCN3C4CCCCC=4C=C3C2=O)=CC(F)=CC=1C1N=C(NC2C=C3C(=CC=2)CNCC3)C(=O)N(C)C=1)(=O)C.[Br:46][C:47]1[N:52]=[C:51]([NH:53][C:54]2[CH:55]=[C:56]3[C:60](=[CH:61][CH:62]=2)[CH2:59][N:58](C(OC(C)(C)C)=O)[CH2:57]3)[C:50](=[O:70])[N:49]([CH3:71])[CH:48]=1, predict the reaction product. The product is: [Br:46][C:47]1[N:52]=[C:51]([NH:53][C:54]2[CH:55]=[C:56]3[C:60](=[CH:61][CH:62]=2)[CH2:59][NH:58][CH2:57]3)[C:50](=[O:70])[N:49]([CH3:71])[CH:48]=1. (3) Given the reactants [CH:1]1([CH2:6][C@@H:7]([C:16](=[O:31])[N:17]2[C@H:21]([C:22]([NH:24][C:25]3[CH:30]=[CH:29][CH:28]=[CH:27][N:26]=3)=[O:23])[CH2:20][CH:19]=[N:18]2)[CH2:8][C:9]([O:11]C(C)(C)C)=[O:10])[CH2:5][CH2:4][CH2:3][CH2:2]1.[ClH:32].O1CCOCC1, predict the reaction product. The product is: [ClH:32].[CH:1]1([CH2:6][C@@H:7]([C:16](=[O:31])[N:17]2[C@H:21]([C:22]([NH:24][C:25]3[CH:30]=[CH:29][CH:28]=[CH:27][N:26]=3)=[O:23])[CH2:20][CH:19]=[N:18]2)[CH2:8][C:9]([OH:11])=[O:10])[CH2:5][CH2:4][CH2:3][CH2:2]1. (4) The product is: [CH2:1]([O:8][C:9]1[CH:14]=[CH:13][N:12]([C:17]2[CH:18]=[CH:19][C:20]3[N:24]=[C:23]([CH2:25][CH3:26])[N:22]([CH3:27])[C:21]=3[CH:28]=2)[C:11](=[O:15])[CH:10]=1)[C:2]1[CH:3]=[CH:4][CH:5]=[CH:6][CH:7]=1. Given the reactants [CH2:1]([O:8][C:9]1[CH:14]=[CH:13][NH:12][C:11](=[O:15])[CH:10]=1)[C:2]1[CH:7]=[CH:6][CH:5]=[CH:4][CH:3]=1.Br[C:17]1[CH:18]=[CH:19][C:20]2[N:24]=[C:23]([CH2:25][CH3:26])[N:22]([CH3:27])[C:21]=2[CH:28]=1.C(=O)([O-])[O-].[K+].[K+].CNCCNC.N, predict the reaction product. (5) Given the reactants [F:1][C:2]1[CH:41]=[CH:40][CH:39]=[C:38]([N+:42]([O-:44])=[O:43])[C:3]=1/[CH:4]=[CH:5]/[C@H:6]1[CH2:13][N:12]([C:14]([O:16][C:17]([CH3:20])([CH3:19])[CH3:18])=[O:15])[CH2:11][C:8]2([CH2:10][CH2:9]2)[N:7]1C(OCC1C2C=CC=CC=2C2C1=CC=CC=2)=O.N1CCCCC1, predict the reaction product. The product is: [F:1][C:2]1[CH:41]=[CH:40][CH:39]=[C:38]([N+:42]([O-:44])=[O:43])[C:3]=1/[CH:4]=[CH:5]/[C@H:6]1[CH2:13][N:12]([C:14]([O:16][C:17]([CH3:20])([CH3:19])[CH3:18])=[O:15])[CH2:11][C:8]2([CH2:9][CH2:10]2)[NH:7]1. (6) Given the reactants C1N=CN(C(N2C=NC=C2)=O)C=1.[NH2:13][C:14]1[C:22]([Cl:23])=[CH:21][C:17]([C:18]([OH:20])=O)=[C:16]([O:24][CH3:25])[CH:15]=1.[K+].[CH2:27]([O:29][C:30](=[O:35])[CH2:31]C([O-])=O)[CH3:28].[Mg+2].[Cl-].[Cl-], predict the reaction product. The product is: [NH2:13][C:14]1[C:22]([Cl:23])=[CH:21][C:17]([C:18](=[O:20])[CH2:31][C:30]([O:29][CH2:27][CH3:28])=[O:35])=[C:16]([O:24][CH3:25])[CH:15]=1. (7) Given the reactants [CH:1]1([CH2:7][N:8]2[C:16]3[C:11](=[CH:12][CH:13]=[CH:14][C:15]=3[O:17][CH3:18])[C:10]([C:19]#[N:20])=[CH:9]2)[CH2:6][CH2:5][CH2:4][CH2:3][CH2:2]1.[CH3:21][OH:22], predict the reaction product. The product is: [CH3:21][O:22][C:19]([C:10]1[C:11]2[C:16](=[C:15]([O:17][CH3:18])[CH:14]=[CH:13][CH:12]=2)[N:8]([CH2:7][CH:1]2[CH2:2][CH2:3][CH2:4][CH2:5][CH2:6]2)[CH:9]=1)=[NH:20].